This data is from Peptide-MHC class I binding affinity with 185,985 pairs from IEDB/IMGT. The task is: Regression. Given a peptide amino acid sequence and an MHC pseudo amino acid sequence, predict their binding affinity value. This is MHC class I binding data. The peptide sequence is GRSLEDDIR. The MHC is HLA-B58:01 with pseudo-sequence HLA-B58:01. The binding affinity (normalized) is 0.0847.